From a dataset of Forward reaction prediction with 1.9M reactions from USPTO patents (1976-2016). Predict the product of the given reaction. Given the reactants [F:1][CH2:2][C@@H:3]1[CH2:12][N:11]2[C@H:6]([CH2:7][O:8][CH2:9][CH2:10]2)[CH2:5][N:4]1CC1C=CC=CC=1, predict the reaction product. The product is: [F:1][CH2:2][C@@H:3]1[CH2:12][N:11]2[C@H:6]([CH2:7][O:8][CH2:9][CH2:10]2)[CH2:5][NH:4]1.